This data is from Catalyst prediction with 721,799 reactions and 888 catalyst types from USPTO. The task is: Predict which catalyst facilitates the given reaction. Reactant: Br[C:2]1[C:10]2[S:9][C:8]([NH:11][C:12](=[O:16])[NH:13][CH2:14][CH3:15])=[N:7][C:6]=2[CH:5]=[C:4]([C:17]2[CH:18]=[N:19][C:20]([N:23]3[CH2:28][CH2:27][C:26]([CH3:34])([C:29]([O:31][CH2:32][CH3:33])=[O:30])[CH2:25][CH2:24]3)=[N:21][CH:22]=2)[CH:3]=1.C([Sn](CCCC)(CCCC)[C:40]([O:42][CH2:43][CH3:44])=[CH2:41])CCC.C(OC=C)=C. Product: [CH2:43]([O:42][C:40]([C:2]1[C:10]2[S:9][C:8]([NH:11][C:12](=[O:16])[NH:13][CH2:14][CH3:15])=[N:7][C:6]=2[CH:5]=[C:4]([C:17]2[CH:22]=[N:21][C:20]([N:23]3[CH2:28][CH2:27][C:26]([CH3:34])([C:29]([O:31][CH2:32][CH3:33])=[O:30])[CH2:25][CH2:24]3)=[N:19][CH:18]=2)[CH:3]=1)=[CH2:41])[CH3:44]. The catalyst class is: 128.